Dataset: Catalyst prediction with 721,799 reactions and 888 catalyst types from USPTO. Task: Predict which catalyst facilitates the given reaction. (1) Reactant: [Cl:1][C:2]1[CH:3]=[C:4]([C:9]2[N:13]([CH3:14])[N:12]=[C:11]([C:15](=O)[CH3:16])[C:10]=2[OH:18])[CH:5]=[CH:6][C:7]=1[Cl:8].[N:19]1[CH:24]=[CH:23][C:22]([CH2:25][NH:26][C:27]([C:29]2[S:30][C:31]([C:34]([NH:36][NH2:37])=[O:35])=[CH:32][CH:33]=2)=[O:28])=[CH:21][CH:20]=1. Product: [N:19]1[CH:20]=[CH:21][C:22]([CH2:25][NH:26][C:27]([C:29]2[S:30][C:31]([C:34]([NH:36][N:37]=[C:15]([C:11]3[C:10]([OH:18])=[C:9]([C:4]4[CH:5]=[CH:6][C:7]([Cl:8])=[C:2]([Cl:1])[CH:3]=4)[N:13]([CH3:14])[N:12]=3)[CH3:16])=[O:35])=[CH:32][CH:33]=2)=[O:28])=[CH:23][CH:24]=1. The catalyst class is: 16. (2) Reactant: [Br:1][C:2]1[C:17]([Cl:18])=[CH:16][C:5]2[CH:6]=[CH:7][C:8]3[CH:15]=[CH:14][CH:13]=[CH:12][C:9]=3[NH:10][CH2:11][C:4]=2[CH:3]=1.CCN(CC)CC.Cl[C:27](=[O:35])[CH2:28][CH2:29][CH2:30][C:31]([O:33][CH3:34])=[O:32]. Product: [Br:1][C:2]1[C:17]([Cl:18])=[CH:16][C:5]2[CH:6]=[CH:7][C:8]3[CH:15]=[CH:14][CH:13]=[CH:12][C:9]=3[N:10]([C:27](=[O:35])[CH2:28][CH2:29][CH2:30][C:31]([O:33][CH3:34])=[O:32])[CH2:11][C:4]=2[CH:3]=1. The catalyst class is: 2. (3) The catalyst class is: 3. Product: [Br:21][CH2:22][CH2:23][CH2:24][CH2:25][CH2:26][N:13]1[C:14]2[C:19](=[CH:18][CH:17]=[CH:16][CH:15]=2)[C:11]2[CH2:10][CH2:9][CH2:8][C:7]3[CH:6]=[CH:5][CH:4]=[CH:3][C:20]=3[C:12]1=2. Reactant: [H-].[Na+].[CH:3]1[C:20]2[C:12]3[NH:13][C:14]4[C:19]([C:11]=3[CH2:10][CH2:9][CH2:8][C:7]=2[CH:6]=[CH:5][CH:4]=1)=[CH:18][CH:17]=[CH:16][CH:15]=4.[Br:21][CH2:22][CH2:23][CH2:24][CH2:25][CH2:26]Br.O. (4) Reactant: [C:1]1(C2C=CC=CC=2)[CH:6]=[CH:5][C:4]([CH2:7][C@H:8]2[N:12](C(=O)C(C)(C)C)[C:11](=[O:19])[C@H:10]([CH3:20])[CH2:9]2)=[CH:3][CH:2]=1.Cl. Product: [CH2:11]([O:19][C:11](=[O:19])[C@H:10]([CH3:20])[CH2:9][C@H:8]([NH2:12])[CH2:7][C:4]1[CH:3]=[CH:2][C:1]([C:1]2[CH:6]=[CH:5][CH:4]=[CH:3][CH:2]=2)=[CH:6][CH:5]=1)[CH3:10]. The catalyst class is: 8. (5) Reactant: P(Cl)(Cl)(Cl)=O.CN(C)[CH:8]=[O:9].[Cl:11][C:12]1[CH:13]=[CH:14][C:15]([N:30]2[CH:34]=[CH:33][CH:32]=[C:31]2[CH:35]=[C:36]([CH3:38])C)=[C:16]([C:18]([C:20]2[CH:25]=[CH:24][CH:23]=[C:22]([O:26][CH3:27])[C:21]=2[O:28][CH3:29])=[O:19])[CH:17]=1.[C:39](=O)(O)[O-:40].[Na+]. Product: [Cl:11][C:12]1[CH:13]=[CH:14][C:15]([N:30]2[C:31]([CH:35]=[C:36]([O:40][CH3:39])[CH3:38])=[CH:32][CH:33]=[C:34]2[CH:8]=[O:9])=[C:16]([C:18](=[O:19])[C:20]2[CH:25]=[CH:24][CH:23]=[C:22]([O:26][CH3:27])[C:21]=2[O:28][CH3:29])[CH:17]=1. The catalyst class is: 2. (6) Reactant: [Br:1]Br.[O:3]1[C:7]2[C:8]([CH:12]([C:19]3[CH:24]=[CH:23][CH:22]=[CH:21][N:20]=3)[CH2:13][C:14]3[NH:15][CH2:16][CH2:17][N:18]=3)=[CH:9][CH:10]=[CH:11][C:6]=2[CH2:5][CH2:4]1.N#N. Product: [Br:1][C:10]1[CH:9]=[C:8]([CH:12]([C:19]2[CH:24]=[CH:23][CH:22]=[CH:21][N:20]=2)[CH2:13][C:14]2[NH:15][CH2:16][CH2:17][N:18]=2)[C:7]2[O:3][CH2:4][CH2:5][C:6]=2[CH:11]=1. The catalyst class is: 52. (7) Product: [CH2:1]([O:8][CH2:9][C@H:10]1[O:15][C@@H:14]([CH3:16])[CH2:13][NH:12][CH2:11]1)[C:2]1[CH:3]=[CH:4][CH:5]=[CH:6][CH:7]=1. The catalyst class is: 2. Reactant: [CH2:1]([O:8][CH2:9][C@H:10]1[O:15][C@@H:14]([CH3:16])[CH2:13][N:12](CC2C=CC(OC)=CC=2OC)[CH2:11]1)[C:2]1[CH:7]=[CH:6][CH:5]=[CH:4][CH:3]=1.ClC(OC(Cl)C)=O.CO.